This data is from Reaction yield outcomes from USPTO patents with 853,638 reactions. The task is: Predict the reaction yield, written as a fraction of the theoretical maximum amount of product (1.0 means a 100% yield; for example, 0.34 means a 34% yield). (1) The reactants are [NH2:1][C:2]1[CH:9]=[CH:8][C:5]([C:6]#[N:7])=[C:4]([CH3:10])[N:3]=1.[I:11]N1C(=O)CCC1=O. The catalyst is CN(C=O)C.O. The product is [NH2:1][C:2]1[C:9]([I:11])=[CH:8][C:5]([C:6]#[N:7])=[C:4]([CH3:10])[N:3]=1. The yield is 0.437. (2) The reactants are [F:1][C:2]1[CH:11]=[C:10]2[C:5]([C:6](=O)[CH2:7][C@H:8]([C:12]3[CH:13]=[C:14]([CH:19]=[CH:20][CH:21]=3)[C:15]([O:17][CH3:18])=[O:16])[O:9]2)=[CH:4][CH:3]=1.C([O-])(=O)C.[Na+].[CH3:28][O:29][NH2:30].Cl. The catalyst is CO. The product is [F:1][C:2]1[CH:11]=[C:10]2[C:5]([C:6](=[N:30][O:29][CH3:28])[CH2:7][C@H:8]([C:12]3[CH:13]=[C:14]([CH:19]=[CH:20][CH:21]=3)[C:15]([O:17][CH3:18])=[O:16])[O:9]2)=[CH:4][CH:3]=1. The yield is 0.900.